This data is from Reaction yield outcomes from USPTO patents with 853,638 reactions. The task is: Predict the reaction yield, written as a fraction of the theoretical maximum amount of product (1.0 means a 100% yield; for example, 0.34 means a 34% yield). (1) The catalyst is CN(C)C=O. The yield is 0.673. The reactants are [CH2:1]([O:3][C:4](=[O:21])[CH2:5][O:6][C:7]1[CH:17]=[CH:16][C:15]([N+:18]([O-:20])=[O:19])=[CH:14][C:8]=1[C:9](OCC)=[O:10])[CH3:2].C1CCN2C(=NCCC2)CC1.Cl.C(OCC)(=O)C. The product is [OH:10][C:9]1[C:8]2[CH:14]=[C:15]([N+:18]([O-:20])=[O:19])[CH:16]=[CH:17][C:7]=2[O:6][C:5]=1[C:4]([O:3][CH2:1][CH3:2])=[O:21]. (2) The reactants are [NH2:1][C:2]1[CH:22]=[CH:21][C:5]([O:6][C:7]2[C:16]3[C:11](=[CH:12][C:13]([O:17][CH2:18][CH2:19][OH:20])=[CH:14][CH:15]=3)[N:10]=[CH:9][CH:8]=2)=[CH:4][CH:3]=1.[CH3:23][N:24]1[C:28]([CH3:29])=[C:27]([C:30](O)=[O:31])[C:26](=[O:33])[N:25]1[C:34]1[CH:39]=[CH:38][CH:37]=[CH:36][CH:35]=1.C1C=NC2N(O)N=NC=2C=1.CCN=C=NCCCN(C)C. The catalyst is C(Cl)Cl.O. The product is [OH:20][CH2:19][CH2:18][O:17][C:13]1[CH:12]=[C:11]2[C:16]([C:7]([O:6][C:5]3[CH:4]=[CH:3][C:2]([NH:1][C:30]([C:27]4[C:26](=[O:33])[N:25]([C:34]5[CH:35]=[CH:36][CH:37]=[CH:38][CH:39]=5)[N:24]([CH3:23])[C:28]=4[CH3:29])=[O:31])=[CH:22][CH:21]=3)=[CH:8][CH:9]=[N:10]2)=[CH:15][CH:14]=1. The yield is 0.747. (3) The yield is 0.480. The product is [Cl:1][C:2]1[CH:10]=[C:9]2[C:5]([C:6]([C:20]([N:29]3[CH2:34][CH2:33][CH:32]([N:35]4[C:43]5[C:38](=[CH:39][CH:40]=[CH:41][CH:42]=5)[CH2:37][C:36]4=[O:44])[CH2:31][CH2:30]3)=[O:22])=[CH:7][N:8]2[CH2:11][C:12]2[CH:17]=[C:16]([F:18])[CH:15]=[C:14]([F:19])[CH:13]=2)=[CH:4][CH:3]=1. The catalyst is CN(C=O)C.ClCCl. The reactants are [Cl:1][C:2]1[CH:10]=[C:9]2[C:5]([C:6]([C:20]([OH:22])=O)=[CH:7][N:8]2[CH2:11][C:12]2[CH:17]=[C:16]([F:18])[CH:15]=[C:14]([F:19])[CH:13]=2)=[CH:4][CH:3]=1.C(Cl)(=O)C(Cl)=O.[NH:29]1[CH2:34][CH2:33][CH:32]([N:35]2[C:43]3[C:38](=[CH:39][CH:40]=[CH:41][CH:42]=3)[CH2:37][C:36]2=[O:44])[CH2:31][CH2:30]1.C(N(CC)CC)C. (4) The reactants are [CH3:1][N:2]([CH2:9][CH2:10][O:11][C:12]1[CH:19]=[CH:18][C:15]([CH:16]=O)=[CH:14][CH:13]=1)[C:3]1[CH:8]=[CH:7][CH:6]=[CH:5][N:4]=1.[S:20]1[CH2:24][C:23](=[O:25])[NH:22][C:21]1=[O:26]. The catalyst is N1CCCCC1.C(O)(=O)C.C1(C)C=CC=CC=1. The product is [CH3:1][N:2]([CH2:9][CH2:10][O:11][C:12]1[CH:19]=[CH:18][C:15]([CH:16]=[C:24]2[S:20][C:21](=[O:26])[NH:22][C:23]2=[O:25])=[CH:14][CH:13]=1)[C:3]1[CH:8]=[CH:7][CH:6]=[CH:5][N:4]=1. The yield is 0.758. (5) The yield is 0.670. The product is [CH3:20][N:13]1[C:14]2[C:19](=[CH:18][CH:17]=[CH:16][CH:15]=2)[C:11]([CH2:9][NH:8][CH3:7])=[CH:12]1. The catalyst is C1COCC1. The reactants are [H-].[H-].[H-].[H-].[Li+].[Al+3].[CH3:7][NH:8][C:9]([C:11]1[C:19]2[C:14](=[CH:15][CH:16]=[CH:17][CH:18]=2)[N:13]([CH3:20])[CH:12]=1)=O.